This data is from Forward reaction prediction with 1.9M reactions from USPTO patents (1976-2016). The task is: Predict the product of the given reaction. (1) The product is: [ClH:1].[Cl:1][C:2]1[CH:14]=[C:13]([CH:12]=[CH:11][C:3]=1[O:4][CH2:5][CH2:6][CH2:7][CH2:8][C:9]#[N:10])[CH:15]=[N:21][NH:20][C:17]([NH2:19])=[NH:18]. Given the reactants [Cl:1][C:2]1[CH:14]=[C:13]([CH:15]=O)[CH:12]=[CH:11][C:3]=1[O:4][CH2:5][CH2:6][CH2:7][CH2:8][C:9]#[N:10].[C:17]([NH:20][NH2:21])([NH2:19])=[NH:18].Cl, predict the reaction product. (2) Given the reactants [CH:1]12[CH2:7][CH:4]([CH2:5][CH2:6]1)[CH:3]1[C:8](O[C:11](=[O:12])[CH:2]21)=[O:9].[NH3:13], predict the reaction product. The product is: [CH:1]12[CH2:7][CH:4]([CH2:5][CH2:6]1)[CH:3]1[C:8](=[O:9])[NH:13][C:11](=[O:12])[CH:2]21.